From a dataset of Retrosynthesis with 50K atom-mapped reactions and 10 reaction types from USPTO. Predict the reactants needed to synthesize the given product. Given the product COCCn1cc(C(=O)N2CCC(c3cc(CN)ccc3OCC(=O)O)CC2)c2cccc(C)c21, predict the reactants needed to synthesize it. The reactants are: COCCn1cc(C(=O)N2CCC(c3cc(CN)ccc3OCC(=O)OC)CC2)c2cccc(C)c21.